Dataset: Forward reaction prediction with 1.9M reactions from USPTO patents (1976-2016). Task: Predict the product of the given reaction. Given the reactants [N+:1]([C:4]1[CH:13]=[CH:12][CH:11]=[C:10]2[C:5]=1[CH:6]=[CH:7]O[C:9]2=[O:14])([O-:3])=[O:2].[O:15]1[CH2:20][CH2:19][CH:18]([CH2:21][NH2:22])[CH2:17][CH2:16]1.O1CCOCC1, predict the reaction product. The product is: [N+:1]([C:4]1[CH:13]=[CH:12][CH:11]=[C:10]2[C:5]=1[CH:6]=[CH:7][N:22]([CH2:21][CH:18]1[CH2:19][CH2:20][O:15][CH2:16][CH2:17]1)[C:9]2=[O:14])([O-:3])=[O:2].